Dataset: Catalyst prediction with 721,799 reactions and 888 catalyst types from USPTO. Task: Predict which catalyst facilitates the given reaction. (1) Reactant: [Cl:1][C:2]1[CH:7]=[CH:6][C:5]([SH:8])=[CH:4][CH:3]=1.C([O-])([O-])=O.[K+].[K+].Br[CH2:16][CH:17]([O:21][CH2:22][CH3:23])[O:18][CH2:19][CH3:20]. Product: [Cl:1][C:2]1[CH:7]=[CH:6][C:5]([S:8][CH2:16][CH:17]([O:21][CH2:22][CH3:23])[O:18][CH2:19][CH3:20])=[CH:4][CH:3]=1. The catalyst class is: 9. (2) Reactant: C(=O)([O-])[O-].[K+].[K+].[CH2:7](I)[CH2:8][CH3:9].[Br:11][C:12]1[C:20]([N+:21]([O-:23])=[O:22])=[CH:19][C:15]([C:16]([OH:18])=[O:17])=[C:14]([CH3:24])[CH:13]=1. Product: [Br:11][C:12]1[C:20]([N+:21]([O-:23])=[O:22])=[CH:19][C:15]([C:16]([O:18][CH2:7][CH2:8][CH3:9])=[O:17])=[C:14]([CH3:24])[CH:13]=1. The catalyst class is: 3. (3) Reactant: C([Si](C1C=CC=CC=1)(C1C=CC=CC=1)[O:6][CH:7]1[CH2:35][CH2:34][C:10]2([C:14](=[O:15])[N:13]([C:16]3[C:17]([CH3:33])=[N:18][C:19]([N:22]4[CH2:26][CH2:25][C@@H:24]([N:27]5[CH2:31][CH2:30][CH2:29][C@@H:28]5[CH3:32])[CH2:23]4)=[CH:20][CH:21]=3)[CH2:12][CH2:11]2)[CH2:9][CH2:8]1)(C)(C)C.[F-].C([N+](CCCC)(CCCC)CCCC)CCC.O. Product: [OH:6][CH:7]1[CH2:8][CH2:9][C:10]2([C:14](=[O:15])[N:13]([C:16]3[C:17]([CH3:33])=[N:18][C:19]([N:22]4[CH2:26][CH2:25][C@@H:24]([N:27]5[CH2:31][CH2:30][CH2:29][C@@H:28]5[CH3:32])[CH2:23]4)=[CH:20][CH:21]=3)[CH2:12][CH2:11]2)[CH2:34][CH2:35]1. The catalyst class is: 7. (4) Reactant: [CH3:1][C:2]1([CH3:18])[C:6]([CH3:8])([CH3:7])[O:5][B:4]([C:9]2[CH:17]=[CH:16][C:12]([C:13]([OH:15])=O)=[CH:11][CH:10]=2)[O:3]1.[CH2:19]([N:21]1[CH2:26][CH2:25][NH:24][CH2:23][CH2:22]1)[CH3:20].C1C=CC2N(O)N=NC=2C=1.CCN=C=NCCCN(C)C.C(N(CC)CC)C. Product: [CH2:19]([N:21]1[CH2:26][CH2:25][N:24]([C:13]([C:12]2[CH:11]=[CH:10][C:9]([B:4]3[O:5][C:6]([CH3:7])([CH3:8])[C:2]([CH3:1])([CH3:18])[O:3]3)=[CH:17][CH:16]=2)=[O:15])[CH2:23][CH2:22]1)[CH3:20]. The catalyst class is: 34. (5) Reactant: Cl[C:2]1[CH:7]=[CH:6][C:5]([C:8]2([C:11]([OH:13])=O)[CH2:10][CH2:9]2)=[C:4]([F:14])[CH:3]=1.CC1(C)[C@@H]2CC[C@@]1(CS(O)(=O)=O)C(=O)C2.[NH:30]1[CH2:34][CH2:33][C@@:32]2([C:38]3[CH:39]=[CH:40][CH:41]=[CH:42][C:37]=3[C:36](=[O:43])[O:35]2)[CH2:31]1.F[P-](F)(F)(F)(F)F.[N:51]1(O[P+](N(C)C)(N(C)C)N(C)C)[C:55]2C=[CH:57][CH:58]=[CH:59][C:54]=2N=N1.C(N(CC)C(C)C)(C)C. Product: [F:14][C:4]1[CH:3]=[C:2]([C:55]2[CH:54]=[CH:59][CH:58]=[CH:57][N:51]=2)[CH:7]=[CH:6][C:5]=1[C:8]1([C:11]([N:30]2[CH2:34][CH2:33][C@@:32]3([C:38]4[CH:39]=[CH:40][CH:41]=[CH:42][C:37]=4[C:36](=[O:43])[O:35]3)[CH2:31]2)=[O:13])[CH2:9][CH2:10]1. The catalyst class is: 42.